From a dataset of Full USPTO retrosynthesis dataset with 1.9M reactions from patents (1976-2016). Predict the reactants needed to synthesize the given product. (1) The reactants are: OCCCC1CC=1.C[N:9]1[CH:13]=[CH:12][CH:11]=[C:10]1[C:14]([OH:16])=[O:15].O.[C:18]1([CH3:28])[CH:23]=[CH:22][C:21](S(O)(=O)=O)=[CH:20][CH:19]=1.C1(N=C=NC2CCCCC2)CCCCC1. Given the product [CH3:28][CH:18]([C:19]1[CH2:20][CH:21]=1)[CH:23]([O:16][C:14]([C:10]1[NH:9][CH:13]=[CH:12][CH:11]=1)=[O:15])[CH3:22], predict the reactants needed to synthesize it. (2) Given the product [Cl:10][C:4]1[CH:3]=[C:2]([C:13]2[CH:14]=[CH:15][CH:16]=[CH:17][C:12]=2[F:11])[CH:8]=[C:7]([F:9])[C:5]=1[NH2:6], predict the reactants needed to synthesize it. The reactants are: Br[C:2]1[CH:8]=[C:7]([F:9])[C:5]([NH2:6])=[C:4]([Cl:10])[CH:3]=1.[F:11][C:12]1[CH:17]=[CH:16][CH:15]=[CH:14][C:13]=1B(O)O.